From a dataset of NCI-60 drug combinations with 297,098 pairs across 59 cell lines. Regression. Given two drug SMILES strings and cell line genomic features, predict the synergy score measuring deviation from expected non-interaction effect. (1) Drug 1: CC1CCC2CC(C(=CC=CC=CC(CC(C(=O)C(C(C(=CC(C(=O)CC(OC(=O)C3CCCCN3C(=O)C(=O)C1(O2)O)C(C)CC4CCC(C(C4)OC)O)C)C)O)OC)C)C)C)OC. Drug 2: CN(CC1=CN=C2C(=N1)C(=NC(=N2)N)N)C3=CC=C(C=C3)C(=O)NC(CCC(=O)O)C(=O)O. Cell line: KM12. Synergy scores: CSS=27.4, Synergy_ZIP=4.02, Synergy_Bliss=5.26, Synergy_Loewe=-15.8, Synergy_HSA=1.76. (2) Drug 1: CCC1(CC2CC(C3=C(CCN(C2)C1)C4=CC=CC=C4N3)(C5=C(C=C6C(=C5)C78CCN9C7C(C=CC9)(C(C(C8N6C=O)(C(=O)OC)O)OC(=O)C)CC)OC)C(=O)OC)O.OS(=O)(=O)O. Drug 2: CC=C1C(=O)NC(C(=O)OC2CC(=O)NC(C(=O)NC(CSSCCC=C2)C(=O)N1)C(C)C)C(C)C. Cell line: MDA-MB-435. Synergy scores: CSS=84.2, Synergy_ZIP=-0.480, Synergy_Bliss=-3.38, Synergy_Loewe=-2.43, Synergy_HSA=-1.56.